Dataset: Catalyst prediction with 721,799 reactions and 888 catalyst types from USPTO. Task: Predict which catalyst facilitates the given reaction. (1) The catalyst class is: 85. Reactant: [Si:1]([O:8][CH2:9][C@H:10]1[O:18][C@H:17]2[C@H:13]([N:14]=[C:15]([N:19]([CH3:21])[CH3:20])[S:16]2)[C@@H:12]([OH:22])[C@@H:11]1[OH:23])([C:4]([CH3:7])([CH3:6])[CH3:5])([CH3:3])[CH3:2].[H-].[Na+].[CH:26]1[CH:31]=[CH:30][C:29]([CH2:32]Br)=[CH:28][CH:27]=1. Product: [CH3:9][OH:8].[CH2:32]([O:23][C@@H:11]1[C@@H:10]([CH2:9][O:8][Si:1]([C:4]([CH3:7])([CH3:5])[CH3:6])([CH3:3])[CH3:2])[O:18][C@H:17]2[C@H:13]([N:14]=[C:15]([N:19]([CH3:20])[CH3:21])[S:16]2)[C@H:12]1[O:22][CH2:32][C:29]1[CH:30]=[CH:31][CH:26]=[CH:27][CH:28]=1)[C:29]1[CH:30]=[CH:31][CH:26]=[CH:27][CH:28]=1. (2) Product: [NH2:16][C:6]1[C:7]([C:8]([O:10]/[N:11]=[C:12](/[NH2:14])\[CH3:13])=[O:9])=[C:2]([Cl:1])[N:3]=[CH:4][N:5]=1. Reactant: [Cl:1][C:2]1[C:7]([C:8]([O:10]/[N:11]=[C:12](/[NH2:14])\[CH3:13])=[O:9])=[C:6](Cl)[N:5]=[CH:4][N:3]=1.[NH3:16]. The catalyst class is: 1. (3) Reactant: [CH3:1][C:2]1[CH:3]=[CH:4][CH:5]=[C:6]2[C:11]=1[N:10]=[CH:9][CH:8]=[CH:7]2.[N+:12]([O-])([O-:14])=[O:13].[K+]. Product: [CH3:1][C:2]1[CH:3]=[CH:4][C:5]([N+:12]([O-:14])=[O:13])=[C:6]2[C:11]=1[N:10]=[CH:9][CH:8]=[CH:7]2. The catalyst class is: 82. (4) Reactant: [Br:1][CH2:2][C:3]([NH:5][C:6]1[C:11]([F:12])=[CH:10][CH:9]=[CH:8][C:7]=1[F:13])=[O:4].[N:14]12[CH2:21][CH2:20][CH:17]([CH2:18][CH2:19]1)[C@@H:16]([O:22][C:23]([C:25]1([C:32]3[CH:37]=[CH:36][CH:35]=[CH:34][CH:33]=3)[CH2:31][CH2:30][CH2:29][CH2:28][CH2:27][CH2:26]1)=[O:24])[CH2:15]2. Product: [Br-:1].[F:13][C:7]1[CH:8]=[CH:9][CH:10]=[C:11]([F:12])[C:6]=1[NH:5][C:3]([CH2:2][N+:14]12[CH2:21][CH2:20][CH:17]([CH2:18][CH2:19]1)[C@@H:16]([O:22][C:23]([C:25]1([C:32]3[CH:33]=[CH:34][CH:35]=[CH:36][CH:37]=3)[CH2:31][CH2:30][CH2:29][CH2:28][CH2:27][CH2:26]1)=[O:24])[CH2:15]2)=[O:4]. The catalyst class is: 23. (5) Reactant: [Cl:1][C:2]1[C:3]2[S:10][CH:9]=[C:8]([C:11]([OH:13])=O)[C:4]=2[N:5]=[CH:6][N:7]=1.[F:14][C:15]1[C:20]([O:21][CH3:22])=[CH:19][C:18]([O:23][CH3:24])=[C:17]([F:25])[C:16]=1[NH2:26].C1C=CC2N(O)N=NC=2C=1.CCN=C=NCCCN(C)C. Product: [Cl:1][C:2]1[C:3]2[S:10][CH:9]=[C:8]([C:11]([NH:26][C:16]3[C:17]([F:25])=[C:18]([O:23][CH3:24])[CH:19]=[C:20]([O:21][CH3:22])[C:15]=3[F:14])=[O:13])[C:4]=2[N:5]=[CH:6][N:7]=1. The catalyst class is: 647. (6) Reactant: Cl[C:2]1[N:7]=[C:6]([NH:8][C:9]2[CH:19]=[CH:18][C:17]([N:20]3[CH2:25][CH2:24][O:23][CH2:22][CH2:21]3)=[CH:16][C:10]=2[O:11][CH2:12][CH2:13][C:14]#[N:15])[C:5]([Cl:26])=[CH:4][N:3]=1.[CH3:27][O:28][CH2:29][CH2:30][N:31]1[CH2:37][CH2:36][C:35]2[CH:38]=[C:39]([NH2:42])[CH:40]=[CH:41][C:34]=2[CH2:33][CH2:32]1.C12(CS(O)(=O)=O)C(C)(C)C(CC1)CC2=O. Product: [Cl:26][C:5]1[C:6]([NH:8][C:9]2[CH:19]=[CH:18][C:17]([N:20]3[CH2:25][CH2:24][O:23][CH2:22][CH2:21]3)=[CH:16][C:10]=2[O:11][CH2:12][CH2:13][C:14]#[N:15])=[N:7][C:2]([NH:42][C:39]2[CH:40]=[CH:41][C:34]3[CH2:33][CH2:32][N:31]([CH2:30][CH2:29][O:28][CH3:27])[CH2:37][CH2:36][C:35]=3[CH:38]=2)=[N:3][CH:4]=1. The catalyst class is: 252.